This data is from Full USPTO retrosynthesis dataset with 1.9M reactions from patents (1976-2016). The task is: Predict the reactants needed to synthesize the given product. (1) Given the product [CH3:18][N:19]([CH3:21])[CH:20]=[C:9]([C:7]1[CH:6]=[CH:5][N:4]=[C:3]([O:2][CH3:1])[CH:8]=1)[C:10]([O:12][CH2:13][CH3:14])=[O:11], predict the reactants needed to synthesize it. The reactants are: [CH3:1][O:2][C:3]1[CH:8]=[C:7]([CH2:9][C:10]([O:12][CH2:13][CH3:14])=[O:11])[CH:6]=[CH:5][N:4]=1.C(O[CH:18](OCC)[N:19]([CH3:21])[CH3:20])C. (2) Given the product [ClH:1].[NH2:9][C@@H:10]([CH2:32][CH2:33][S:34][CH3:35])[C:11]([NH:13][C@@:14]1([C:29]([OH:31])=[O:30])[CH2:19][C@@H:18]([S:20][C:21]2[NH:25][CH:24]=[N:23][N:22]=2)[C@@H:17]2[C@H:15]1[C@H:16]2[C:26]([OH:28])=[O:27])=[O:12], predict the reactants needed to synthesize it. The reactants are: [ClH:1].C(OC([NH:9][C@@H:10]([CH2:32][CH2:33][S:34][CH3:35])[C:11]([NH:13][C@@:14]1([C:29]([OH:31])=[O:30])[CH2:19][C@@H:18]([S:20][C:21]2[NH:25][CH:24]=[N:23][N:22]=2)[C@@H:17]2[C@H:15]1[C@H:16]2[C:26]([OH:28])=[O:27])=[O:12])=O)(C)(C)C.COC(C)(C)C. (3) Given the product [CH:34]1([NH:33][C:27]([C:3]2[C:4]3[CH:10]=[CH:9][C:8]([O:11][C:12]4[CH:17]=[CH:16][N:15]=[C:14]5[CH:18]=[C:19]([C:21]6[N:22]([CH3:26])[CH:23]=[CH:24][N:25]=6)[S:20][C:13]=45)=[CH:7][C:5]=3[S:6][C:2]=2[CH3:1])=[O:29])[CH2:36][CH2:35]1, predict the reactants needed to synthesize it. The reactants are: [CH3:1][C:2]1[S:6][C:5]2[CH:7]=[C:8]([O:11][C:12]3[CH:17]=[CH:16][N:15]=[C:14]4[CH:18]=[C:19]([C:21]5[N:22]([CH3:26])[CH:23]=[CH:24][N:25]=5)[S:20][C:13]=34)[CH:9]=[CH:10][C:4]=2[C:3]=1[C:27]([OH:29])=O.C([N:33](CC)[CH:34]([CH3:36])[CH3:35])(C)C.CN(C(ON1N=NC2C=CC=CC1=2)=[N+](C)C)C.F[P-](F)(F)(F)(F)F. (4) Given the product [OH:11][CH2:12][CH2:13][N:14]1[CH2:15][CH2:16][NH:17][C:3]1=[C:6]([C:9]#[N:10])[C:7]#[N:8], predict the reactants needed to synthesize it. The reactants are: CS[C:3](=[C:6]([C:9]#[N:10])[C:7]#[N:8])SC.[OH:11][CH2:12][CH2:13][NH:14][CH2:15][CH2:16][NH2:17].C(OC(C)C)(C)C. (5) Given the product [N+:11]([S:16]([OH:18])(=[O:17])=[O:15])([O-:13])=[O:12].[O:12]=[C:2]1[NH:7][CH:6]=[CH:5][N:4]=[C:3]1[C:8]([OH:10])=[O:9], predict the reactants needed to synthesize it. The reactants are: N[C:2]1[C:3]([C:8]([OH:10])=[O:9])=[N:4][CH:5]=[CH:6][N:7]=1.[N:11]([O-:13])=[O:12].[Na+].[OH:15][S:16](O)(=[O:18])=[O:17].